Dataset: Reaction yield outcomes from USPTO patents with 853,638 reactions. Task: Predict the reaction yield, written as a fraction of the theoretical maximum amount of product (1.0 means a 100% yield; for example, 0.34 means a 34% yield). (1) The reactants are [NH2:1][C:2]1[O:6][N:5]=[C:4]([CH3:7])[C:3]=1[Br:8].[N+:9]([C:12]1[CH:13]=[C:14]([S:18](Cl)(=[O:20])=[O:19])[CH:15]=[CH:16][CH:17]=1)([O-:11])=[O:10]. No catalyst specified. The product is [N+:9]([C:12]1[CH:13]=[C:14]([S:18]([NH:1][C:2]2[O:6][N:5]=[C:4]([CH3:7])[C:3]=2[Br:8])(=[O:20])=[O:19])[CH:15]=[CH:16][CH:17]=1)([O-:11])=[O:10]. The yield is 0.550. (2) The reactants are [NH2:1][CH2:2][C:3]1[CH:8]=[CH:7][C:6]([C:9]2[C:14]([CH3:15])=[CH:13][CH:12]=[C:11]([NH:16][C:17]([C:19]3([C:22]4[CH:30]=[CH:29][C:25]5[O:26][CH2:27][O:28][C:24]=5[CH:23]=4)[CH2:21][CH2:20]3)=[O:18])[CH:10]=2)=[CH:5][CH:4]=1.[CH3:31][CH:32]([CH3:36])[CH2:33][CH:34]=O.COCCOC.[BH4-].[Na+]. The catalyst is ClCCl.O. The product is [O:26]1[C:25]2[CH:29]=[CH:30][C:22]([C:19]3([C:17]([NH:16][C:11]4[CH:10]=[C:9]([C:6]5[CH:5]=[CH:4][C:3]([CH2:2][NH:1][CH2:34][CH2:33][CH:32]([CH3:36])[CH3:31])=[CH:8][CH:7]=5)[C:14]([CH3:15])=[CH:13][CH:12]=4)=[O:18])[CH2:20][CH2:21]3)=[CH:23][C:24]=2[O:28][CH2:27]1. The yield is 0.100. (3) The reactants are C1C(=O)N([Br:8])C(=O)C1.[Br:9][C:10]1[CH:11]=[C:12]2[C:17](=[CH:18][CH:19]=1)[N:16]=[C:15]([C:20]([O:22]CC)=[CH2:21])[CH:14]=[N:13]2. The catalyst is C1COCC1.O.CO. The product is [Br:8][CH2:22][C:20]([C:15]1[CH:14]=[N:13][C:12]2[C:17](=[CH:18][CH:19]=[C:10]([Br:9])[CH:11]=2)[N:16]=1)=[O:21]. The yield is 0.590. (4) The reactants are [C:1]([Cu])#[N:2].Br[C:5]1[CH:13]=[CH:12][C:8]2[S:9][CH:10]=[CH:11][C:7]=2[CH:6]=1.N1C=CC=CC=1.C(N)CN. The catalyst is CN(C=O)C. The product is [S:9]1[CH:10]=[CH:11][C:7]2[CH:6]=[C:5]([C:1]#[N:2])[CH:13]=[CH:12][C:8]1=2. The yield is 0.900. (5) The reactants are C(OC([NH:11][CH:12]1[N:18]=[C:17]([CH2:19][CH3:20])[C:16]2[CH:21]=[CH:22][CH:23]=[C:24]([CH3:25])[C:15]=2[N:14]([CH2:26][C:27]([N:29]2[CH2:35][CH:34]3[CH2:36][CH2:37][CH:31]([CH2:32][CH2:33]3)[CH2:30]2)=[O:28])[C:13]1=[O:38])=O)C1C=CC=CC=1.C([O-])=O.[NH4+]. The catalyst is [Pd].C(O)C.C(OCC)(=O)C. The product is [NH2:11][CH:12]1[N:18]=[C:17]([CH2:19][CH3:20])[C:16]2[CH:21]=[CH:22][CH:23]=[C:24]([CH3:25])[C:15]=2[N:14]([CH2:26][C:27]([N:29]2[CH2:35][CH:34]3[CH2:33][CH2:32][CH:31]([CH2:37][CH2:36]3)[CH2:30]2)=[O:28])[C:13]1=[O:38]. The yield is 0.870. (6) The reactants are [Cl:1][C:2]1[CH:9]=[C:8]([O:10][CH2:11][CH2:12][CH2:13][N:14]2[CH2:19][CH2:18][N:17]([CH3:20])[CH2:16][CH2:15]2)[CH:7]=[CH:6][C:3]=1[CH:4]=O.[F:21][C:22]([F:33])([F:32])[O:23][C:24]1[CH:25]=[C:26]([NH2:31])[C:27]([NH2:30])=[CH:28][CH:29]=1. No catalyst specified. The product is [Cl:1][C:2]1[CH:9]=[C:8]([O:10][CH2:11][CH2:12][CH2:13][N:14]2[CH2:19][CH2:18][N:17]([CH3:20])[CH2:16][CH2:15]2)[CH:7]=[CH:6][C:3]=1[C:4]1[NH:30][C:27]2[CH:28]=[CH:29][C:24]([O:23][C:22]([F:21])([F:32])[F:33])=[CH:25][C:26]=2[N:31]=1. The yield is 0.230.